This data is from Forward reaction prediction with 1.9M reactions from USPTO patents (1976-2016). The task is: Predict the product of the given reaction. Given the reactants [CH3:1][C:2]1[CH:7]=[C:6]([C:8]2[CH:13]=[CH:12][C:11]([C:14]([F:17])([F:16])[F:15])=[CH:10][CH:9]=2)[N:5]=[C:4]([C:18]2[CH:19]=[C:20](B(O)O)[CH:21]=[CH:22][CH:23]=2)[CH:3]=1.Br[C:28]1[CH:29]=[C:30]([S:34]([NH2:37])(=[O:36])=[O:35])[CH:31]=[CH:32][CH:33]=1, predict the reaction product. The product is: [CH3:1][C:2]1[CH:7]=[C:6]([C:8]2[CH:13]=[CH:12][C:11]([C:14]([F:17])([F:16])[F:15])=[CH:10][CH:9]=2)[N:5]=[C:4]([C:18]2[CH:19]=[C:20]([C:28]3[CH:33]=[CH:32][CH:31]=[C:30]([S:34]([NH2:37])(=[O:36])=[O:35])[CH:29]=3)[CH:21]=[CH:22][CH:23]=2)[CH:3]=1.